From a dataset of Forward reaction prediction with 1.9M reactions from USPTO patents (1976-2016). Predict the product of the given reaction. (1) Given the reactants [NH2:1][C:2]1[S:6][N:5]=[C:4]([CH3:7])[C:3]=1[C:8]([NH:10][C:11]1[CH:16]=[CH:15][C:14]([F:17])=[C:13]([F:18])[CH:12]=1)=[O:9].Cl[C:20]1[N:21]=[N:22][C:23]([C:26]([F:29])([F:28])[F:27])=[CH:24][CH:25]=1.C(=O)([O-])[O-].[Cs+].[Cs+].CC1(C)C2C(=C(P(C3C=CC=CC=3)C3C=CC=CC=3)C=CC=2)OC2C(P(C3C=CC=CC=3)C3C=CC=CC=3)=CC=CC1=2, predict the reaction product. The product is: [F:18][C:13]1[CH:12]=[C:11]([NH:10][C:8]([C:3]2[C:4]([CH3:7])=[N:5][S:6][C:2]=2[NH:1][C:20]2[N:21]=[N:22][C:23]([C:26]([F:29])([F:28])[F:27])=[CH:24][CH:25]=2)=[O:9])[CH:16]=[CH:15][C:14]=1[F:17]. (2) Given the reactants [C:1](Cl)(=[O:3])[CH3:2].[NH2:5][C:6]1[S:7][C:8]2[CH:14]=[C:13]([S:15][C:16]3[N:20]4[N:21]=[C:22]([NH:25][CH:26]5[CH2:31][CH2:30][O:29][CH2:28][CH2:27]5)[CH:23]=[CH:24][C:19]4=[N:18][N:17]=3)[CH:12]=[CH:11][C:9]=2[N:10]=1.C(N(CC)CC)C, predict the reaction product. The product is: [O:29]1[CH2:30][CH2:31][CH:26]([NH:25][C:22]2[CH:23]=[CH:24][C:19]3[N:20]([C:16]([S:15][C:13]4[CH:12]=[CH:11][C:9]5[N:10]=[C:6]([NH:5][C:1](=[O:3])[CH3:2])[S:7][C:8]=5[CH:14]=4)=[N:17][N:18]=3)[N:21]=2)[CH2:27][CH2:28]1.